From a dataset of Forward reaction prediction with 1.9M reactions from USPTO patents (1976-2016). Predict the product of the given reaction. (1) Given the reactants Br[C:2]1[N:3]=[C:4](/[CH:13]=[CH:14]/[C:15]2[CH:16]=[CH:17][C:18]3[N:19]([C:21]([CH3:28])=[C:22]([C:24]([F:27])([F:26])[F:25])[N:23]=3)[N:20]=2)[N:5]([C:7]2[CH:12]=[CH:11][CH:10]=[CH:9][CH:8]=2)[CH:6]=1.[NH:29]1[CH2:33][CH2:32][CH2:31][C:30]1=[O:34], predict the reaction product. The product is: [CH3:28][C:21]1[N:19]2[N:20]=[C:15](/[CH:14]=[CH:13]/[C:4]3[N:5]([C:7]4[CH:12]=[CH:11][CH:10]=[CH:9][CH:8]=4)[CH:6]=[C:2]([N:29]4[CH2:33][CH2:32][CH2:31][C:30]4=[O:34])[N:3]=3)[CH:16]=[CH:17][C:18]2=[N:23][C:22]=1[C:24]([F:26])([F:25])[F:27]. (2) Given the reactants [N-:1]=[N+:2]=[N-:3].[Na+].CC1C=CC(S(O[CH2:16][CH2:17][N:18]2[CH:22]=[C:21]([C:23]3[CH:28]=[CH:27][CH:26]=[CH:25][CH:24]=3)[CH:20]=[C:19]2[CH3:29])(=O)=O)=CC=1, predict the reaction product. The product is: [N:1]([CH2:16][CH2:17][N:18]1[CH:22]=[C:21]([C:23]2[CH:28]=[CH:27][CH:26]=[CH:25][CH:24]=2)[CH:20]=[C:19]1[CH3:29])=[N+:2]=[N-:3]. (3) Given the reactants Br[C:2]1[CH:7]=[CH:6][C:5]([C:8]2[C:9]3[C:14]([C:15]([C:22]4[CH:27]=[CH:26][CH:25]=[CH:24][CH:23]=4)=[C:16]4[C:21]=2[CH:20]=[CH:19][CH:18]=[CH:17]4)=[CH:13][CH:12]=[CH:11][CH:10]=3)=[CH:4][CH:3]=1.CC(C)([O-])C.[Na+].[C:34]1([C:44]2[CH:49]=[CH:48][C:47]([C:50]3[C:62]4[N:61]([C:63]5[CH:68]=[CH:67][CH:66]=[CH:65][CH:64]=5)[C:60]5[C:55](=[CH:56][CH:57]=[CH:58][CH:59]=5)[C:54]=4[CH:53]=[C:52]([NH2:69])[CH:51]=3)=[CH:46][CH:45]=2)[C:43]2[C:38](=[CH:39][CH:40]=[CH:41][CH:42]=2)[CH:37]=[CH:36][CH:35]=1.C(P(C(C)(C)C)C(C)(C)C)(C)(C)C, predict the reaction product. The product is: [C:34]1([C:44]2[CH:49]=[CH:48][C:47]([C:50]3[C:62]4[N:61]([C:63]5[CH:64]=[CH:65][CH:66]=[CH:67][CH:68]=5)[C:60]5[C:55](=[CH:56][CH:57]=[CH:58][CH:59]=5)[C:54]=4[CH:53]=[C:52]([NH:69][C:2]4[CH:3]=[CH:4][C:5]([C:8]5[C:21]6[C:16]([C:15]([C:22]7[CH:27]=[CH:26][CH:25]=[CH:24][CH:23]=7)=[C:14]7[C:9]=5[CH:10]=[CH:11][CH:12]=[CH:13]7)=[CH:17][CH:18]=[CH:19][CH:20]=6)=[CH:6][CH:7]=4)[CH:51]=3)=[CH:46][CH:45]=2)[C:43]2[C:38](=[CH:39][CH:40]=[CH:41][CH:42]=2)[CH:37]=[CH:36][CH:35]=1. (4) Given the reactants [CH2:1]([CH:4]1[CH2:9][CH2:8][N:7]([C:10]([O:12][C:13]2[CH:18]=[CH:17][C:16]([C:19]([O:21][CH3:22])=[O:20])=[CH:15][CH:14]=2)=[O:11])[CH2:6][CH2:5]1)[C:2]#[CH:3].I[C:24]1[N:25]=[C:26]([NH2:42])[C:27]2[N:28]=[CH:29][N:30]([C:40]=2[N:41]=1)[C@@H:31]1[O:39][C@H:36]([CH2:37][OH:38])[C@@H:34]([OH:35])[C@H:32]1[OH:33], predict the reaction product. The product is: [CH3:22][O:21][C:19]([C:16]1[CH:15]=[CH:14][C:13]([O:12][C:10]([N:7]2[CH2:8][CH2:9][CH:4]([CH2:1][C:2]#[C:3][C:24]3[N:25]=[C:26]([NH2:42])[C:27]4[N:28]=[CH:29][N:30]([C:40]=4[N:41]=3)[C@@H:31]3[O:39][C@H:36]([CH2:37][OH:38])[C@@H:34]([OH:35])[C@H:32]3[OH:33])[CH2:5][CH2:6]2)=[O:11])=[CH:18][CH:17]=1)=[O:20]. (5) Given the reactants [F:1][C:2]1[CH:7]=[C:6]([F:8])[CH:5]=[CH:4][C:3]=1[C:9]1[O:13][N:12]=[CH:11][C:10]=1[CH2:14][CH2:15][C:16]([OH:18])=[O:17].S(=O)(=O)(O)O.[CH3:24]O, predict the reaction product. The product is: [F:1][C:2]1[CH:7]=[C:6]([F:8])[CH:5]=[CH:4][C:3]=1[C:9]1[O:13][N:12]=[CH:11][C:10]=1[CH2:14][CH2:15][C:16]([O:18][CH3:24])=[O:17].